Dataset: Reaction yield outcomes from USPTO patents with 853,638 reactions. Task: Predict the reaction yield, written as a fraction of the theoretical maximum amount of product (1.0 means a 100% yield; for example, 0.34 means a 34% yield). (1) The reactants are Cl[C:2]([N:5]1[C:9]2[CH:10]=[CH:11][CH:12]=[CH:13][C:8]=2[N:7]=[CH:6]1)=[CH:3]Cl. The catalyst is C1COCC1. The product is [C:2]([N:5]1[C:9]2[CH:10]=[CH:11][CH:12]=[CH:13][C:8]=2[N:7]=[CH:6]1)#[CH:3]. The yield is 0.320. (2) The reactants are [CH2:1]([C:5]1[N:10]=[C:9]([CH3:11])[N:8]([C:12]2[CH:17]=[CH:16][CH:15]=[C:14]([O:18][CH2:19][CH2:20][O:21][Si](C(C)(C)C)(C)C)[CH:13]=2)[C:7](=[O:29])[C:6]=1[CH2:30][C:31]1[CH:36]=[CH:35][C:34]([C:37]2[CH:42]=[CH:41][CH:40]=[CH:39][C:38]=2[C:43]2[NH:47][C:46](=[O:48])[O:45][N:44]=2)=[CH:33][CH:32]=1)[CH2:2][CH2:3][CH3:4].[F-].C([N+](CCCC)(CCCC)CCCC)CCC.C(OCC)(=O)C.O. The catalyst is O1CCCC1. The product is [CH2:1]([C:5]1[N:10]=[C:9]([CH3:11])[N:8]([C:12]2[CH:17]=[CH:16][CH:15]=[C:14]([O:18][CH2:19][CH2:20][OH:21])[CH:13]=2)[C:7](=[O:29])[C:6]=1[CH2:30][C:31]1[CH:36]=[CH:35][C:34]([C:37]2[CH:42]=[CH:41][CH:40]=[CH:39][C:38]=2[C:43]2[NH:47][C:46](=[O:48])[O:45][N:44]=2)=[CH:33][CH:32]=1)[CH2:2][CH2:3][CH3:4]. The yield is 0.700. (3) The reactants are [CH:1]1([NH:6][C:7]2[N:12]=[C:11]([C:13]3[C:14]([C:24]4[CH:29]=[CH:28][C:27]([O:30][CH3:31])=[CH:26][CH:25]=4)=[N:15][N:16]4[C:21](Cl)=[CH:20][C:19]([Cl:23])=[CH:18][C:17]=34)[CH:10]=[CH:9][N:8]=2)[CH2:5][CH2:4][CH2:3][CH2:2]1. The catalyst is C1(N)CCCC1. The product is [Cl:23][C:19]1[CH:20]=[C:21]([NH:6][CH:1]2[CH2:5][CH2:4][CH2:3][CH2:2]2)[N:16]2[N:15]=[C:14]([C:24]3[CH:25]=[CH:26][C:27]([O:30][CH3:31])=[CH:28][CH:29]=3)[C:13]([C:11]3[CH:10]=[CH:9][N:8]=[C:7]([NH:6][CH:1]4[CH2:5][CH2:4][CH2:3][CH2:2]4)[N:12]=3)=[C:17]2[CH:18]=1. The yield is 0.800. (4) The reactants are [C:1]([C:3]1[CH:12]=[CH:11][C:10]([O:13][C:14]2[CH:19]=[CH:18][C:17]([B:20]3[O:24][C:23](C)(C)C(C)(C)[O:21]3)=[C:16](C=O)[CH:15]=2)=[CH:9][C:4]=1[C:5]([O:7][CH3:8])=[O:6])#[N:2].[BH4-].[Na+].Cl. The catalyst is CO. The product is [C:1]([C:3]1[CH:12]=[CH:11][C:10]([O:13][C:14]2[CH:19]=[CH:18][C:17]3[B:20]([OH:21])[O:24][CH2:23][C:16]=3[CH:15]=2)=[CH:9][C:4]=1[C:5]([O:7][CH3:8])=[O:6])#[N:2]. The yield is 0.620. (5) The reactants are [Cl:1][C:2]1[CH:3]=[CH:4][C:5]([S:8][CH2:9][C:10]([OH:12])=O)=[N:6][CH:7]=1.CN(C(ON1N=NC2C=CC=NC1=2)=[N+](C)C)C.F[P-](F)(F)(F)(F)F.[CH3:37][C:38]1[CH:39]=[CH:40][CH:41]=[C:42]2[C:47]=1[NH:46][CH2:45][CH2:44][CH2:43]2.CCN(C(C)C)C(C)C. The catalyst is C(Cl)Cl.CN(C=O)C. The product is [Cl:1][C:2]1[CH:3]=[CH:4][C:5]([S:8][CH2:9][C:10]([N:46]2[C:47]3[C:42](=[CH:41][CH:40]=[CH:39][C:38]=3[CH3:37])[CH2:43][CH2:44][CH2:45]2)=[O:12])=[N:6][CH:7]=1. The yield is 0.200.